Dataset: Reaction yield outcomes from USPTO patents with 853,638 reactions. Task: Predict the reaction yield, written as a fraction of the theoretical maximum amount of product (1.0 means a 100% yield; for example, 0.34 means a 34% yield). (1) The reactants are [H-].[Na+].[OH:3][CH:4]1[CH2:9][CH2:8][N:7]([C:10]([O:12][C:13]([CH3:16])([CH3:15])[CH3:14])=[O:11])[CH2:6][CH2:5]1.[CH3:17]I.O. The catalyst is CN(C)C=O. The product is [CH3:17][O:3][CH:4]1[CH2:5][CH2:6][N:7]([C:10]([O:12][C:13]([CH3:16])([CH3:15])[CH3:14])=[O:11])[CH2:8][CH2:9]1. The yield is 0.990. (2) The reactants are [NH2:1][C@@H:2]([CH2:7][C:8]([NH:10][C:11]1[CH:23]=[CH:22][C:21]2[C:20]3[C:15](=[CH:16][C:17]([F:24])=[CH:18][CH:19]=3)[CH2:14][C:13]=2[CH:12]=1)=[O:9])[C:3]([O:5]C)=[O:4].O. The catalyst is O1CCCC1. The product is [NH2:1][C@@H:2]([CH2:7][C:8]([NH:10][C:11]1[CH:23]=[CH:22][C:21]2[C:20]3[C:15](=[CH:16][C:17]([F:24])=[CH:18][CH:19]=3)[CH2:14][C:13]=2[CH:12]=1)=[O:9])[C:3]([OH:5])=[O:4]. The yield is 0.620. (3) The reactants are ClC1N=C(NNCC#C)N=C(NNCCC)N=1.Cl.NO.C([O:23][N:24](C)[C:25]1[N:30]=[C:29]([NH:31][CH2:32][CH2:33][CH3:34])[N:28]=[C:27]([NH:35][CH2:36][C:37]#[CH:38])[N:26]=1)C. No catalyst specified. The product is [CH2:36]([NH:35][C:27]1[N:28]=[C:29]([NH:31][CH2:32][C:33]#[CH:34])[N:30]=[C:25]([NH:24][OH:23])[N:26]=1)[CH2:37][CH3:38]. The yield is 0.730. (4) The reactants are [CH2:1]([NH2:6])[C:2]([CH3:5])([CH3:4])[CH3:3].Cl[C:8]1[C:13]([N+:14]([O-:16])=[O:15])=[CH:12][CH:11]=[C:10]([Cl:17])[N:9]=1.C([O-])([O-])=O.[Na+].[Na+]. The catalyst is CCO. The product is [Cl:17][C:10]1[N:9]=[C:8]([NH:6][CH2:1][C:2]([CH3:5])([CH3:4])[CH3:3])[C:13]([N+:14]([O-:16])=[O:15])=[CH:12][CH:11]=1. The yield is 0.840. (5) The reactants are [Si:1]([O:8][C:9]1[CH:10]=[C:11]([CH:14]=[CH:15][CH:16]=1)[CH:12]=O)([C:4]([CH3:7])([CH3:6])[CH3:5])([CH3:3])[CH3:2].Cl.[NH2:18][C@@H:19]([CH2:24][OH:25])[C:20]([O:22][CH3:23])=[O:21].[O-]S([O-])(=O)=O.[Mg+2].[BH4-].[Na+]. The catalyst is C(Cl)Cl.C(N(CC)CC)C. The product is [Si:1]([O:8][C:9]1[CH:10]=[C:11]([CH:14]=[CH:15][CH:16]=1)[CH2:12][NH:18][C@@H:19]([CH2:24][OH:25])[C:20]([O:22][CH3:23])=[O:21])([C:4]([CH3:7])([CH3:6])[CH3:5])([CH3:3])[CH3:2]. The yield is 0.960. (6) The reactants are Br[C:2]1[CH:3]=[CH:4][C:5]([O:19][CH3:20])=[C:6]([CH:18]=1)[CH2:7][C:8]1[C:17]2[C:12](=[CH:13][CH:14]=[CH:15][CH:16]=2)[CH:11]=[CH:10][CH:9]=1.[B:21]1([B:21]2[O:25][C:24]([CH3:27])([CH3:26])[C:23]([CH3:29])([CH3:28])[O:22]2)[O:25][C:24]([CH3:27])([CH3:26])[C:23]([CH3:29])([CH3:28])[O:22]1.CC([O-])=O.[K+].O. The catalyst is CS(C)=O.COCCOC.CCO. The product is [CH3:20][O:19][C:5]1[CH:4]=[CH:3][C:2]([B:21]2[O:25][C:24]([CH3:27])([CH3:26])[C:23]([CH3:29])([CH3:28])[O:22]2)=[CH:18][C:6]=1[CH2:7][C:8]1[C:17]2[C:12](=[CH:13][CH:14]=[CH:15][CH:16]=2)[CH:11]=[CH:10][CH:9]=1. The yield is 0.666.